This data is from Forward reaction prediction with 1.9M reactions from USPTO patents (1976-2016). The task is: Predict the product of the given reaction. (1) Given the reactants I[C:2]1[CH:7]=[CH:6][CH:5]=[C:4]([N+:8]([O-:10])=[O:9])[CH:3]=1.[CH3:11][N:12]1[CH2:17][CH2:16][NH:15][C:14](=[O:18])[CH2:13]1.CN[C@@H]1CCCC[C@H]1NC.P([O-])([O-])([O-])=O.[K+].[K+].[K+], predict the reaction product. The product is: [CH3:11][N:12]1[CH2:17][CH2:16][N:15]([C:2]2[CH:7]=[CH:6][CH:5]=[C:4]([N+:8]([O-:10])=[O:9])[CH:3]=2)[C:14](=[O:18])[CH2:13]1. (2) Given the reactants Cl.Cl.[N:3]1[NH:4][N:5]=[N:6][C:7]=1[C:8]1[CH:9]=[C:10]([NH2:15])[C:11]([NH2:14])=[CH:12][CH:13]=1.[N:16]#[C:17]Br.[OH-].[Na+], predict the reaction product. The product is: [N:6]1[NH:5][N:4]=[N:3][C:7]=1[C:8]1[CH:13]=[CH:12][C:11]2[NH:14][C:17]([NH2:16])=[N:15][C:10]=2[CH:9]=1.